This data is from Full USPTO retrosynthesis dataset with 1.9M reactions from patents (1976-2016). The task is: Predict the reactants needed to synthesize the given product. (1) The reactants are: Cl[C:2]1[N:11]=[CH:10][C:9]2[N:8]3[CH:12]=[N:13][C:14]([C:15]([O:17][CH2:18][CH3:19])=[O:16])=[C:7]3[CH2:6][N:5]([CH:20]3[CH2:24][CH2:23][CH2:22][CH2:21]3)[C:4]=2[N:3]=1.[NH2:25][C:26]1[CH:34]=[CH:33][C:29]([C:30]([OH:32])=[O:31])=[CH:28][C:27]=1[O:35][CH3:36]. Given the product [CH:20]1([N:5]2[C:4]3[N:3]=[C:2]([NH:25][C:26]4[CH:34]=[CH:33][C:29]([C:30]([OH:32])=[O:31])=[CH:28][C:27]=4[O:35][CH3:36])[N:11]=[CH:10][C:9]=3[N:8]3[CH:12]=[N:13][C:14]([C:15]([O:17][CH2:18][CH3:19])=[O:16])=[C:7]3[CH2:6]2)[CH2:24][CH2:23][CH2:22][CH2:21]1, predict the reactants needed to synthesize it. (2) Given the product [N:23]1([S:29]([O:22][C:18]2[CH:19]=[CH:20][CH:21]=[C:16]([C:8]3([C:4]4[CH:5]=[CH:6][CH:7]=[C:2]([Br:1])[CH:3]=4)[C:9](=[O:15])[N:10]([CH3:14])[C:11](=[S:13])[NH:12]3)[CH:17]=2)(=[O:31])=[O:30])[CH2:28][CH2:27][O:26][CH2:25][CH2:24]1, predict the reactants needed to synthesize it. The reactants are: [Br:1][C:2]1[CH:3]=[C:4]([C:8]2([C:16]3[CH:21]=[CH:20][CH:19]=[C:18]([OH:22])[CH:17]=3)[NH:12][C:11](=[S:13])[N:10]([CH3:14])[C:9]2=[O:15])[CH:5]=[CH:6][CH:7]=1.[N:23]1([S:29](Cl)(=[O:31])=[O:30])[CH2:28][CH2:27][O:26][CH2:25][CH2:24]1. (3) Given the product [N:1]1([C:7]2[CH:8]=[C:9]3[C:14](=[CH:15][CH:16]=2)[N:13]=[C:12]([N:17]2[CH:21]=[C:20]([C:22]([OH:24])=[O:23])[CH:19]=[N:18]2)[N:11]=[C:10]3[N:28]2[CH2:32][CH2:31][CH2:30][CH2:29]2)[CH2:6][CH2:5][CH2:4][CH2:3][CH2:2]1, predict the reactants needed to synthesize it. The reactants are: [N:1]1([C:7]2[CH:8]=[C:9]3[C:14](=[CH:15][CH:16]=2)[N:13]=[C:12]([N:17]2[CH:21]=[C:20]([C:22]([O:24]CC)=[O:23])[CH:19]=[N:18]2)[NH:11][C:10]3=O)[CH2:6][CH2:5][CH2:4][CH2:3][CH2:2]1.[NH:28]1[CH2:32][CH2:31][CH2:30][CH2:29]1. (4) Given the product [CH2:1]([NH:3][C:4](=[O:5])[NH:6][C:7]1[CH:12]=[CH:11][C:10]([C:13]2[N:14]=[C:15]([N:23]3[CH2:28][CH2:27][O:26][CH2:25][C@@H:24]3[CH3:29])[C:16]3[CH2:22][N:21]([C:31]([O:33][CH2:34][CH3:35])=[O:32])[CH2:20][CH2:19][C:17]=3[N:18]=2)=[CH:9][CH:8]=1)[CH3:2], predict the reactants needed to synthesize it. The reactants are: [CH2:1]([NH:3][C:4]([NH:6][C:7]1[CH:12]=[CH:11][C:10]([C:13]2[N:14]=[C:15]([N:23]3[CH2:28][CH2:27][O:26][CH2:25][C@@H:24]3[CH3:29])[C:16]3[CH2:22][NH:21][CH2:20][CH2:19][C:17]=3[N:18]=2)=[CH:9][CH:8]=1)=[O:5])[CH3:2].Cl[C:31]([O:33][CH2:34][CH3:35])=[O:32]. (5) Given the product [O:44]=[C:29]1[CH:30]=[C:31]([NH:34][C:35](=[O:43])[CH2:36][C:37]2[CH:42]=[CH:41][CH:40]=[CH:39][CH:38]=2)[CH:32]=[CH:33][N:28]1[CH2:27][CH2:26][CH2:25][CH2:24][N:21]1[CH:16]=[C:15]([C:14]([O:18][CH2:19][CH3:20])=[O:17])[N:23]=[N:22]1, predict the reactants needed to synthesize it. The reactants are: C(O)(=O)C.CCN(C(C)C)C(C)C.[C:14]([O:18][CH2:19][CH3:20])(=[O:17])[C:15]#[CH:16].[N:21]([CH2:24][CH2:25][CH2:26][CH2:27][N:28]1[CH:33]=[CH:32][C:31]([NH:34][C:35](=[O:43])[CH2:36][C:37]2[CH:42]=[CH:41][CH:40]=[CH:39][CH:38]=2)=[CH:30][C:29]1=[O:44])=[N+:22]=[N-:23]. (6) Given the product [CH2:1]([N:3]([CH2:8][CH3:9])[CH2:4][CH2:5][CH2:6][NH:7][C:11]1[CH:16]=[CH:15][CH:14]=[CH:13][C:12]=1[S:17]([NH:20][C:21]1[C:30]([C:31]([OH:33])=[O:32])=[C:29]2[C:24]([CH:25]3[CH2:34][CH:26]3[CH2:27][O:28]2)=[CH:23][CH:22]=1)(=[O:19])=[O:18])[CH3:2], predict the reactants needed to synthesize it. The reactants are: [CH2:1]([N:3]([CH2:8][CH3:9])[CH2:4][CH2:5][CH2:6][NH2:7])[CH3:2].F[C:11]1[CH:16]=[CH:15][CH:14]=[CH:13][C:12]=1[S:17]([NH:20][C:21]1[C:30]([C:31]([OH:33])=[O:32])=[C:29]2[C:24]([CH:25]3[CH2:34][CH:26]3[CH2:27][O:28]2)=[CH:23][CH:22]=1)(=[O:19])=[O:18]. (7) Given the product [C:11]([N:15]1[C:19]([C:20]2[CH:25]=[CH:24][C:23]([F:26])=[CH:22][CH:21]=2)=[CH:18][C:17]([CH:27]=[N:2][OH:3])=[N:16]1)([CH3:14])([CH3:13])[CH3:12], predict the reactants needed to synthesize it. The reactants are: Cl.[NH2:2][OH:3].C(N(CC)CC)C.[C:11]([N:15]1[C:19]([C:20]2[CH:25]=[CH:24][C:23]([F:26])=[CH:22][CH:21]=2)=[CH:18][C:17]([CH:27]=O)=[N:16]1)([CH3:14])([CH3:13])[CH3:12].CCCCCC. (8) Given the product [NH2:1][C:2]1[S:6][C:5]([C:7]2[C:8]([F:14])=[CH:9][CH:10]=[CH:11][C:12]=2[F:13])=[N:4][C:3]=1[C:15]([NH:17][C:18]1[C:19]([O:24][CH2:25][CH2:26][CH:27]([OH:28])[CH2:31][OH:30])=[N:20][CH:21]=[N:22][CH:23]=1)=[O:16], predict the reactants needed to synthesize it. The reactants are: [NH2:1][C:2]1[S:6][C:5]([C:7]2[C:12]([F:13])=[CH:11][CH:10]=[CH:9][C:8]=2[F:14])=[N:4][C:3]=1[C:15]([NH:17][C:18]1[C:19]([O:24][CH2:25][CH2:26][CH:27]2[CH2:31][O:30]C(C)(C)[O:28]2)=[N:20][CH:21]=[N:22][CH:23]=1)=[O:16].Cl.C([O-])([O-])=O.[Na+].[Na+].O. (9) Given the product [CH3:1][O:2][C:3]1[CH:8]=[C:7]([CH3:9])[C:6]([N:10]2[C:14]3=[N:15][C:16]([CH3:20])=[CH:17][C:18]([O:19][S:32]([C:31]([F:44])([F:43])[F:30])(=[O:34])=[O:33])=[C:13]3[C:12]([CH3:21])=[CH:11]2)=[C:5]([CH3:22])[CH:4]=1, predict the reactants needed to synthesize it. The reactants are: [CH3:1][O:2][C:3]1[CH:8]=[C:7]([CH3:9])[C:6]([N:10]2[C:14]3[N:15]=[C:16]([CH3:20])[CH:17]=[C:18]([OH:19])[C:13]=3[C:12]([CH3:21])=[CH:11]2)=[C:5]([CH3:22])[CH:4]=1.C(N(CC)CC)C.[F:30][C:31]([F:44])([F:43])[S:32](O[S:32]([C:31]([F:44])([F:43])[F:30])(=[O:34])=[O:33])(=[O:34])=[O:33].